This data is from Catalyst prediction with 721,799 reactions and 888 catalyst types from USPTO. The task is: Predict which catalyst facilitates the given reaction. (1) Reactant: [N+:1]([C:4]1[CH:9]=[C:8]([N+:10]([O-])=O)[CH:7]=[CH:6][C:5]=1[CH2:13][CH2:14][C:15]([O:17]CC)=O)([O-])=O.[H][H]. Product: [NH2:10][C:8]1[CH:9]=[C:4]2[C:5]([CH2:13][CH2:14][C:15](=[O:17])[NH:1]2)=[CH:6][CH:7]=1. The catalyst class is: 19. (2) Reactant: [C:1]([C:4]1[C:5]([O:30][CH2:31][CH3:32])=[C:6]([CH:12]([NH:22][C:23](=[O:29])[O:24][C:25]([CH3:28])([CH3:27])[CH3:26])[CH2:13][O:14][Si](C(C)(C)C)(C)C)[C:7]([F:11])=[C:8]([Cl:10])[CH:9]=1)(=[O:3])[CH3:2].[F-].C([N+](CCCC)(CCCC)CCCC)CCC. Product: [C:1]([C:4]1[C:5]([O:30][CH2:31][CH3:32])=[C:6]([CH:12]([NH:22][C:23](=[O:29])[O:24][C:25]([CH3:26])([CH3:27])[CH3:28])[CH2:13][OH:14])[C:7]([F:11])=[C:8]([Cl:10])[CH:9]=1)(=[O:3])[CH3:2]. The catalyst class is: 7. (3) Reactant: [OH-].[Na+].C1(S([N:12]2[C:20]3[C:15](=[CH:16][CH:17]=[CH:18][CH:19]=3)[C:14]([C:21]3[C:26]([Cl:27])=[CH:25][N:24]=[C:23]([NH:28][C:29]4[CH:30]=[C:31]([NH2:44])[C:32]([C:37]5[CH2:38][CH2:39][N:40]([CH3:43])[CH2:41][CH:42]=5)=[CH:33][C:34]=4[O:35][CH3:36])[N:22]=3)=[CH:13]2)(=O)=O)C=CC=CC=1.C(=O)=O. Product: [Cl:27][C:26]1[C:21]([C:14]2[C:15]3[C:20](=[CH:19][CH:18]=[CH:17][CH:16]=3)[NH:12][CH:13]=2)=[N:22][C:23]([NH:28][C:29]2[CH:30]=[C:31]([NH2:44])[C:32]([C:37]3[CH2:38][CH2:39][N:40]([CH3:43])[CH2:41][CH:42]=3)=[CH:33][C:34]=2[O:35][CH3:36])=[N:24][CH:25]=1. The catalyst class is: 5. (4) Reactant: [OH:1][C:2]1[CH:3]=[C:4]([CH2:10][C:11]([OH:13])=[O:12])[CH:5]=[CH:6][C:7]=1[O:8][CH3:9].[Br:14]Br. Product: [Br:14][C:5]1[CH:6]=[C:7]([O:8][CH3:9])[C:2]([OH:1])=[CH:3][C:4]=1[CH2:10][C:11]([OH:13])=[O:12]. The catalyst class is: 15. (5) Reactant: [CH2:1]([C:5]1[NH:6][C:7]([C:11]([OH:13])=[O:12])=[C:8]([Cl:10])[N:9]=1)[CH2:2][CH2:3][CH3:4].O[N:15]1[C:19](=[O:20])[CH2:18][CH2:17][C:16]1=[O:21].CC[O-].[Na+]. Product: [CH2:1]([C:5]1[NH:6][C:7]([C:11]([O:13][N:15]2[C:19](=[O:20])[CH2:18][CH2:17][C:16]2=[O:21])=[O:12])=[C:8]([Cl:10])[N:9]=1)[CH2:2][CH2:3][CH3:4]. The catalyst class is: 1. (6) Reactant: [Cl:1][C:2]1[S:6][C:5]([NH:7][C:8]([N:10]2[CH2:15][CH2:14][NH:13][CH2:12][CH2:11]2)=[O:9])=[N:4][C:3]=1[CH2:16][CH3:17].[C:18]([N:22]1[CH2:27][CH2:26][N:25](C(OC(C)(C)C)=O)[C@@H:24]([C:35](O)=[O:36])[CH2:23]1)([CH3:21])([CH3:20])[CH3:19].C1C=CC2N(O)N=NC=2C=1.CCN=C=NCCCN(C)C.CCN(C(C)C)C(C)C. Product: [NH3:4].[CH3:8][OH:9].[C:18]([N:22]1[CH2:27][CH2:26][NH:25][C@@H:24]([C:35]([N:13]2[CH2:14][CH2:15][N:10]([C:8]([NH:7][C:5]3[S:6][C:2]([Cl:1])=[C:3]([CH2:16][CH3:17])[N:4]=3)=[O:9])[CH2:11][CH2:12]2)=[O:36])[CH2:23]1)([CH3:21])([CH3:20])[CH3:19]. The catalyst class is: 1. (7) Reactant: [C:1](Cl)(=[O:3])[CH3:2].[C:5]([O:9][C:10]([NH:12][C@@H:13]([CH2:22][C:23]1[CH:28]=[CH:27][C:26]([O:29][CH2:30][C:31]2[CH:36]=[CH:35][CH:34]=[CH:33][CH:32]=2)=[C:25]([O:37][CH2:38][C:39]2[CH:44]=[CH:43][CH:42]=[CH:41][CH:40]=2)[CH:24]=1)[C:14]([O:16][C@H:17]([CH3:21])[C@H:18]([OH:20])[CH3:19])=[O:15])=[O:11])([CH3:8])([CH3:7])[CH3:6].N1C=CC=CC=1. Product: [C:5]([O:9][C:10]([NH:12][C@@H:13]([CH2:22][C:23]1[CH:28]=[CH:27][C:26]([O:29][CH2:30][C:31]2[CH:36]=[CH:35][CH:34]=[CH:33][CH:32]=2)=[C:25]([O:37][CH2:38][C:39]2[CH:44]=[CH:43][CH:42]=[CH:41][CH:40]=2)[CH:24]=1)[C:14]([O:16][C@H:17]([CH3:21])[C@H:18]([O:20][C:1](=[O:3])[CH3:2])[CH3:19])=[O:15])=[O:11])([CH3:7])([CH3:8])[CH3:6]. The catalyst class is: 4. (8) Reactant: O1CCCCC1[N:7]1[C:15]2[C:10](=[CH:11][C:12]([C:16]#[N:17])=[CH:13][CH:14]=2)[C:9]([C:18]2[CH:22]=[CH:21][S:20][CH:19]=2)=[N:8]1.[N:23]([Sn](CCCC)(CCCC)CCCC)=[N+:24]=[N-:25].O1CCOCC1.Cl. Product: [N:23]1[NH:24][N:25]=[N:17][C:16]=1[C:12]1[CH:11]=[C:10]2[C:15](=[CH:14][CH:13]=1)[NH:7][N:8]=[C:9]2[C:18]1[CH:22]=[CH:21][S:20][CH:19]=1. The catalyst class is: 359.